The task is: Predict which catalyst facilitates the given reaction.. This data is from Catalyst prediction with 721,799 reactions and 888 catalyst types from USPTO. The catalyst class is: 36. Reactant: [OH-].[Na+].C([O:5][C:6]([C:8]1[C:9]2[C:28](=[O:29])[N:27]([C:30]3[CH:35]=[C:34]([Cl:36])[C:33](=[O:37])[N:32]([CH3:38])[CH:31]=3)[CH:26]([C:39]3[CH:44]=[CH:43][C:42]([Cl:45])=[CH:41][CH:40]=3)[C:10]=2[N:11]([CH:23]([CH3:25])[CH3:24])[C:12]=1[C:13]1[C:14]([O:21][CH3:22])=[N:15][C:16]([O:19][CH3:20])=[N:17][CH:18]=1)=[O:7])C. Product: [Cl:36][C:34]1[C:33](=[O:37])[N:32]([CH3:38])[CH:31]=[C:30]([N:27]2[C:28](=[O:29])[C:9]3[C:8]([C:6]([OH:7])=[O:5])=[C:12]([C:13]4[C:14]([O:21][CH3:22])=[N:15][C:16]([O:19][CH3:20])=[N:17][CH:18]=4)[N:11]([CH:23]([CH3:25])[CH3:24])[C:10]=3[CH:26]2[C:39]2[CH:40]=[CH:41][C:42]([Cl:45])=[CH:43][CH:44]=2)[CH:35]=1.